Dataset: Peptide-MHC class II binding affinity with 134,281 pairs from IEDB. Task: Regression. Given a peptide amino acid sequence and an MHC pseudo amino acid sequence, predict their binding affinity value. This is MHC class II binding data. The peptide sequence is PLTHTIGTSVEESEM. The MHC is HLA-DQA10501-DQB10402 with pseudo-sequence HLA-DQA10501-DQB10402. The binding affinity (normalized) is 0.349.